This data is from Full USPTO retrosynthesis dataset with 1.9M reactions from patents (1976-2016). The task is: Predict the reactants needed to synthesize the given product. (1) The reactants are: [CH3:1][C:2]1[N:7]=[C:6]2[S:8][C:9]3[CH2:13][CH2:12][CH2:11][C:10]=3[C:5]2=[C:4]([C:14]2[CH:19]=[CH:18][C:17]([C:20]([F:23])([F:22])[F:21])=[CH:16][CH:15]=2)[C:3]=1[CH2:24][C:25]([O:27][CH3:28])=[O:26].[Li+].C[Si]([N-][Si](C)(C)C)(C)C.[CH2:39]1[CH2:43]OC[CH2:40]1.ICCC. Given the product [CH3:1][C:2]1[N:7]=[C:6]2[S:8][C:9]3[CH2:13][CH2:12][CH2:11][C:10]=3[C:5]2=[C:4]([C:14]2[CH:15]=[CH:16][C:17]([C:20]([F:23])([F:22])[F:21])=[CH:18][CH:19]=2)[C:3]=1[CH:24]([CH2:40][CH2:39][CH3:43])[C:25]([O:27][CH3:28])=[O:26], predict the reactants needed to synthesize it. (2) Given the product [CH2:1]([O:8][C:9]([N:11]1[CH2:14][CH:13]([N:15]([C:26]2[CH:31]=[CH:30][C:29]([N:32]3[CH2:36][C@H:35]([CH2:37][NH:38][C:62](=[O:43])[CH3:57])[O:34][C:33]3=[O:41])=[CH:28][C:27]=2[F:42])[C:16]([O:18][CH2:19][C:20]2[CH:25]=[CH:24][CH:23]=[CH:22][CH:21]=2)=[O:17])[CH2:12]1)=[O:10])[C:2]1[CH:7]=[CH:6][CH:5]=[CH:4][CH:3]=1, predict the reactants needed to synthesize it. The reactants are: [CH2:1]([O:8][C:9]([N:11]1[CH2:14][CH:13]([N:15]([C:26]2[CH:31]=[CH:30][C:29]([N:32]3[CH2:36][C@H:35]([CH2:37][N:38]=[N+]=[N-])[O:34][C:33]3=[O:41])=[CH:28][C:27]=2[F:42])[C:16]([O:18][CH2:19][C:20]2[CH:25]=[CH:24][CH:23]=[CH:22][CH:21]=2)=[O:17])[CH2:12]1)=[O:10])[C:2]1[CH:7]=[CH:6][CH:5]=[CH:4][CH:3]=1.[OH2:43].C1(P([C:57]2[CH:62]=CC=CC=2)C2C=CC=CC=2)C=CC=CC=1. (3) Given the product [Cl:1][C:2]1[CH:3]=[C:4]2[NH:22][C:21]([O:23][C@@H:24]3[CH2:28][O:27][C@@H:26]4[C@:29]([CH:33]=[CH2:34])([OH:32])[CH2:30][O:31][C@H:25]34)=[N:20][C:5]2=[N:6][C:7]=1[C:8]1[CH:13]=[CH:12][C:11]([C:14]2[CH:15]=[CH:16][CH:17]=[CH:18][CH:19]=2)=[CH:10][CH:9]=1, predict the reactants needed to synthesize it. The reactants are: [Cl:1][C:2]1[CH:3]=[C:4]2[NH:22][C:21]([O:23][C@@H:24]3[CH2:28][O:27][C@@H:26]4[C:29](=[O:32])[CH2:30][O:31][C@H:25]34)=[N:20][C:5]2=[N:6][C:7]=1[C:8]1[CH:13]=[CH:12][C:11]([C:14]2[CH:19]=[CH:18][CH:17]=[CH:16][CH:15]=2)=[CH:10][CH:9]=1.[CH:33]([Mg]Br)=[CH2:34].C([O-])(O)=O.[Na+]. (4) Given the product [CH:24]([C:23]1[CH:22]=[C:21]2[C:16]([CH2:17][CH2:18][N:19]([C:26]([O:28][CH2:29][C:30]3[CH:35]=[CH:34][CH:33]=[CH:32][CH:31]=3)=[O:27])[CH2:20]2)=[CH:15][C:14]=1[C:6]1[N:2]([CH3:1])[C:3]([CH3:12])=[C:4]([C:7]([O:9][CH2:10][CH3:11])=[O:8])[CH:5]=1)=[O:25], predict the reactants needed to synthesize it. The reactants are: [CH3:1][N:2]1[CH:6]=[CH:5][C:4]([C:7]([O:9][CH2:10][CH3:11])=[O:8])=[C:3]1[CH3:12].Br[C:14]1[CH:15]=[C:16]2[C:21](=[CH:22][C:23]=1[CH:24]=[O:25])[CH2:20][N:19]([C:26]([O:28][CH2:29][C:30]1[CH:35]=[CH:34][CH:33]=[CH:32][CH:31]=1)=[O:27])[CH2:18][CH2:17]2.C([O-])(=O)C.[K+].